From a dataset of Full USPTO retrosynthesis dataset with 1.9M reactions from patents (1976-2016). Predict the reactants needed to synthesize the given product. (1) Given the product [Br:1][C:2]1[S:3][C:4]([Br:16])=[CH:5][C:6]=1[CH2:7][CH2:8][CH2:9][CH2:10][CH2:11][CH2:12][CH2:13][CH2:14][O:17][C:18]1[CH:19]=[CH:20][C:21](/[CH:24]=[CH:25]/[C:26](=[O:28])[CH3:27])=[CH:22][CH:23]=1, predict the reactants needed to synthesize it. The reactants are: [Br:1][C:2]1[S:3][C:4]([Br:16])=[CH:5][C:6]=1[CH2:7][CH2:8][CH2:9][CH2:10][CH2:11][CH2:12][CH2:13][CH2:14]Br.[OH:17][C:18]1[CH:23]=[CH:22][C:21](/[CH:24]=[CH:25]/[C:26](=[O:28])[CH3:27])=[CH:20][CH:19]=1.C([O-])([O-])=O.[K+].[K+]. (2) Given the product [CH:1]1([CH2:4][O:5][C:6]2[N:11]=[C:10]([C:12]([NH:21][C:22]3([CH2:36][C:37]([O:39][CH2:40][CH3:41])=[O:38])[CH2:25][N:24]([C:26]([O:28][CH2:29][C:30]4[CH:35]=[CH:34][CH:33]=[CH:32][CH:31]=4)=[O:27])[CH2:23]3)=[O:14])[CH:9]=[CH:8][C:7]=2[N:15]2[CH2:18][C:17]([F:20])([F:19])[CH2:16]2)[CH2:2][CH2:3]1, predict the reactants needed to synthesize it. The reactants are: [CH:1]1([CH2:4][O:5][C:6]2[N:11]=[C:10]([C:12]([OH:14])=O)[CH:9]=[CH:8][C:7]=2[N:15]2[CH2:18][C:17]([F:20])([F:19])[CH2:16]2)[CH2:3][CH2:2]1.[NH2:21][C:22]1([CH2:36][C:37]([O:39][CH2:40][CH3:41])=[O:38])[CH2:25][N:24]([C:26]([O:28][CH2:29][C:30]2[CH:35]=[CH:34][CH:33]=[CH:32][CH:31]=2)=[O:27])[CH2:23]1.CN(C(ON1N=NC2C=CC=CC1=2)=[N+](C)C)C.[B-](F)(F)(F)F.CCN(C(C)C)C(C)C. (3) The reactants are: Br[C:2]1[CH:7]=[CH:6][C:5]([C@@H:8]2[CH2:11][C@H:10]([N:12]3[CH2:16][CH2:15][CH2:14][C@H:13]3[CH3:17])[CH2:9]2)=[CH:4][CH:3]=1.[NH3:18]. Given the product [CH3:17][CH:13]1[CH2:14][CH2:15][CH2:16][N:12]1[C@H:10]1[CH2:11][C@H:8]([C:5]2[CH:6]=[CH:7][C:2]([C:2]3[CH:7]=[CH:6][C:5]([C:8]#[N:18])=[CH:4][CH:3]=3)=[CH:3][CH:4]=2)[CH2:9]1, predict the reactants needed to synthesize it. (4) Given the product [Br:8][C:9]1[CH:15]=[CH:14][C:12]([NH2:13])=[C:11]([N+:16]([O-:18])=[O:17])[C:10]=1[O:5][CH2:4][CH:1]1[CH2:3][CH2:2]1, predict the reactants needed to synthesize it. The reactants are: [CH:1]1([CH2:4][OH:5])[CH2:3][CH2:2]1.[H-].[Na+].[Br:8][C:9]1[CH:15]=[CH:14][C:12]([NH2:13])=[C:11]([N+:16]([O-:18])=[O:17])[C:10]=1F. (5) Given the product [CH2:19]([C:21]1[CH:26]=[CH:25][C:24]([CH:27]2[CH2:36][CH:35]([OH:37])[C:34]3[C:29](=[CH:30][CH:31]=[C:32]([OH:38])[CH:33]=3)[O:28]2)=[CH:23][CH:22]=1)[CH3:20], predict the reactants needed to synthesize it. The reactants are: C1(C2CC(O)C3C(=CC=C(O)C=3)O2)C=CC=CC=1.[CH2:19]([C:21]1[CH:26]=[CH:25][C:24]([CH:27]2[CH2:36][C:35](=[O:37])[C:34]3[C:29](=[CH:30][CH:31]=[C:32]([OH:38])[CH:33]=3)[O:28]2)=[CH:23][CH:22]=1)[CH3:20]. (6) Given the product [CH:12]([O:15][C:16]1[N:21]=[C:20]([O:22][CH2:23][C:24](=[CH:25][OH:46])[C:8]([O:10][CH3:11])=[O:9])[CH:19]=[C:18]([C:35]([F:38])([F:37])[F:36])[N:17]=1)([CH3:14])[CH3:13], predict the reactants needed to synthesize it. The reactants are: ClC1C=CC=CC=1.[CH:8]([O:10][CH3:11])=[O:9].[CH:12]([O:15][C:16]1[N:21]=[C:20]([O:22][CH2:23][C:24]2C=CC=C[C:25]=2CC(OC)=O)[CH:19]=[C:18]([C:35]([F:38])([F:37])[F:36])[N:17]=1)([CH3:14])[CH3:13].C(N(CC)CC)C.[OH2:46]. (7) Given the product [C:18]([C:16]1[S:17][C:13]([C:9]2[CH:10]=[C:11]([Cl:12])[C:5]3[O:4][CH:3]([CH2:2][NH:1][C:26](=[O:55])/[CH:27]=[CH:28]/[C:35]4[CH:34]=[CH:33][CH:32]=[CH:37][C:36]=4[NH2:38])[CH2:7][C:6]=3[CH:8]=2)=[CH:14][CH:15]=1)(=[O:20])[CH3:19], predict the reactants needed to synthesize it. The reactants are: [NH2:1][CH2:2][CH:3]1[CH2:7][C:6]2[CH:8]=[C:9]([C:13]3[S:17][C:16]([C:18](=[O:20])[CH3:19])=[CH:15][CH:14]=3)[CH:10]=[C:11]([Cl:12])[C:5]=2[O:4]1.CCN=C=N[CH2:26][CH2:27][CH2:28]N(C)C.[CH:32]1[CH:33]=[CH:34][C:35]2N(O)N=[N:38][C:36]=2[CH:37]=1.CCN(C(C)C)C(C)C.CN(C=[O:55])C. (8) Given the product [F:7][C:8]1[CH:9]=[CH:10][C:11]([C:14]2[N:15]=[C:16](/[CH:24]=[CH:25]/[C:26]3[CH:31]=[CH:30][C:29]([N:32]4[CH:36]=[C:35]([CH3:37])[N:34]=[CH:33]4)=[C:28]([O:38][CH3:39])[CH:27]=3)[N:17]3[CH2:22][CH2:21][O:20][CH2:19][C:18]=23)=[CH:12][CH:13]=1.[F:7][C:8]1[CH:9]=[CH:10][C:11]([C:14]2[N:15]=[C:16](/[CH:24]=[CH:25]/[C:26]3[CH:31]=[CH:30][C:29]([N:32]4[CH:36]=[C:35]([CH3:37])[N:34]=[CH:33]4)=[C:28]([O:38][CH3:39])[CH:27]=3)[N:17]([CH2:22][CH2:21][OH:20])[C:18]=2[CH2:19][O:23][CH3:43])=[CH:12][CH:13]=1, predict the reactants needed to synthesize it. The reactants are: [H-].[H-].[H-].[H-].[Li+].[Al+3].[F:7][C:8]1[CH:13]=[CH:12][C:11]([C:14]2[N:15]=[C:16](/[CH:24]=[CH:25]/[C:26]3[CH:31]=[CH:30][C:29]([N:32]4[CH:36]=[C:35]([CH3:37])[N:34]=[CH:33]4)=[C:28]([O:38][CH3:39])[CH:27]=3)[N:17]3[CH2:22][CH2:21][O:20][C:19](=[O:23])[C:18]=23)=[CH:10][CH:9]=1.O.[OH-].[Na+].[CH2:43]1COCC1.